Dataset: Forward reaction prediction with 1.9M reactions from USPTO patents (1976-2016). Task: Predict the product of the given reaction. (1) Given the reactants [C:1]([C:4]12[CH2:11][CH2:10][C:7]([NH:12][CH2:13][C:14]([N:16]3[CH2:20][C@@H:19]([F:21])[CH2:18][C@H:17]3[C:22]#[N:23])=[O:15])([CH2:8][CH2:9]1)[CH2:6][CH2:5]2)([OH:3])=[O:2].[CH:24](I)([CH3:26])[CH3:25], predict the reaction product. The product is: [F:21][C@@H:19]1[CH2:20][N:16]([C:14](=[O:15])[CH2:13][NH:12][C:7]23[CH2:10][CH2:11][C:4]([C:1]([O:3][CH2:25][CH2:24][CH3:26])=[O:2])([CH2:9][CH2:8]2)[CH2:5][CH2:6]3)[C@H:17]([C:22]#[N:23])[CH2:18]1. (2) Given the reactants [Cl:1][C:2]1[C:3](Cl)=[N:4][CH:5]=[C:6]([CH:10]=1)[C:7]([NH2:9])=[O:8].[C:12]([O:16][C:17]([N:19]1[CH2:24][CH2:23][NH:22][CH2:21][CH2:20]1)=[O:18])([CH3:15])([CH3:14])[CH3:13], predict the reaction product. The product is: [C:12]([O:16][C:17]([N:19]1[CH2:24][CH2:23][N:22]([C:3]2[C:2]([Cl:1])=[CH:10][C:6]([C:7](=[O:8])[NH2:9])=[CH:5][N:4]=2)[CH2:21][CH2:20]1)=[O:18])([CH3:15])([CH3:13])[CH3:14]. (3) Given the reactants [CH:1]([C:4]1[CH:9]=[CH:8][CH:7]=[CH:6][C:5]=1[NH:10][C:11]1[NH:12][C:13]2[CH:19]=[C:18]([C:20](O)=[O:21])[CH:17]=[CH:16][C:14]=2[N:15]=1)([CH3:3])[CH3:2].[CH3:23][O:24][C:25]1[C:33]2[C:28](=[CH:29][C:30]([NH2:34])=[CH:31][CH:32]=2)[NH:27][N:26]=1.CN(C(ON1N=NC2C=CC=CC1=2)=[N+](C)C)C.F[P-](F)(F)(F)(F)F, predict the reaction product. The product is: [CH3:23][O:24][C:25]1[C:33]2[C:28](=[CH:29][C:30]([NH:34][C:20]([C:18]3[CH:17]=[CH:16][C:14]4[N:15]=[C:11]([NH:10][C:5]5[CH:6]=[CH:7][CH:8]=[CH:9][C:4]=5[CH:1]([CH3:2])[CH3:3])[NH:12][C:13]=4[CH:19]=3)=[O:21])=[CH:31][CH:32]=2)[NH:27][N:26]=1. (4) Given the reactants [F:1][C:2]1[CH:28]=[C:27]([N+:29]([O-])=O)[CH:26]=[CH:25][C:3]=1[O:4][C:5]1[CH:10]=[CH:9][N:8]=[C:7]([NH:11][C:12]([N:14]2[CH2:19][CH2:18][CH:17]([CH2:20][N:21]3[CH2:24][CH2:23][CH2:22]3)[CH2:16][CH2:15]2)=[O:13])[CH:6]=1, predict the reaction product. The product is: [NH2:29][C:27]1[CH:26]=[CH:25][C:3]([O:4][C:5]2[CH:10]=[CH:9][N:8]=[C:7]([NH:11][C:12]([N:14]3[CH2:19][CH2:18][CH:17]([CH2:20][N:21]4[CH2:22][CH2:23][CH2:24]4)[CH2:16][CH2:15]3)=[O:13])[CH:6]=2)=[C:2]([F:1])[CH:28]=1.